This data is from Full USPTO retrosynthesis dataset with 1.9M reactions from patents (1976-2016). The task is: Predict the reactants needed to synthesize the given product. Given the product [CH3:1][N:2]([CH3:6])[CH2:3][CH2:4][NH:5][C:46](=[O:47])[CH2:45][C:42]1[CH:41]=[CH:40][C:39]([NH:38][C:36](=[O:37])[O:35][CH2:28][C:29]2[CH:30]=[CH:31][CH:32]=[CH:33][CH:34]=2)=[CH:44][CH:43]=1, predict the reactants needed to synthesize it. The reactants are: [CH3:1][N:2]([CH3:6])[CH2:3][CH2:4][NH2:5].CCN=C=NCCCN(C)C.C1C=CC2N(O)N=NC=2C=1.[CH2:28]([O:35][C:36]([NH:38][C:39]1[CH:44]=[CH:43][C:42]([CH2:45][C:46](O)=[O:47])=[CH:41][CH:40]=1)=[O:37])[C:29]1[CH:34]=[CH:33][CH:32]=[CH:31][CH:30]=1.